From a dataset of Reaction yield outcomes from USPTO patents with 853,638 reactions. Predict the reaction yield, written as a fraction of the theoretical maximum amount of product (1.0 means a 100% yield; for example, 0.34 means a 34% yield). (1) The reactants are C([NH:8][CH:9]1[CH2:18][CH2:17][C:16]2[C:11](=[CH:12][C:13]([O:19][CH3:20])=[CH:14][CH:15]=2)[CH2:10]1)C1C=CC=CC=1.C(O)C. The catalyst is [OH-].[Pd+2].[OH-].C(O)(=O)C. The product is [CH3:20][O:19][C:13]1[CH:12]=[C:11]2[C:16]([CH2:17][CH2:18][CH:9]([NH2:8])[CH2:10]2)=[CH:15][CH:14]=1. The yield is 0.820. (2) The reactants are [CH3:1][C:2]1[CH:6]=[C:5]([CH3:7])[NH:4][C:3]=1/[CH:8]=[C:9]1\[C:10](=[O:21])[N:11]([C:18](Cl)=[O:19])[C:12]2[C:17]\1=[CH:16][CH:15]=[CH:14][CH:13]=2.[N:22]1([CH2:28][CH:29]([OH:32])[CH2:30][OH:31])[CH2:27][CH2:26][O:25][CH2:24][CH2:23]1.N1C=CC=CC=1. The catalyst is C1COCC1. The product is [OH:32][CH:29]([CH2:28][N:22]1[CH2:27][CH2:26][O:25][CH2:24][CH2:23]1)[CH2:30][O:31][C:18]([N:11]1[C:12]2[C:17](=[CH:16][CH:15]=[CH:14][CH:13]=2)/[C:9](=[CH:8]/[C:3]2[NH:4][C:5]([CH3:7])=[CH:6][C:2]=2[CH3:1])/[C:10]1=[O:21])=[O:19]. The yield is 0.550. (3) The product is [CH3:20][N:12]([C:8]1[CH:9]=[CH:10][CH:11]=[C:6]([N+:3]([O-:5])=[O:4])[CH:7]=1)[C:13](=[O:19])[O:14][C:15]([CH3:16])([CH3:18])[CH3:17]. The catalyst is CN(C=O)C.O. The yield is 1.00. The reactants are [H-].[Na+].[N+:3]([C:6]1[CH:7]=[C:8]([NH:12][C:13](=[O:19])[O:14][C:15]([CH3:18])([CH3:17])[CH3:16])[CH:9]=[CH:10][CH:11]=1)([O-:5])=[O:4].[CH3:20]I. (4) The reactants are [CH3:1][O:2][C:3]1[CH:4]=[C:5]2[C:10](=[CH:11][CH:12]=1)[CH:9]([CH2:13][C:14]1[CH:19]=[CH:18][C:17]([O:20][CH2:21][C:22]3[CH:27]=[CH:26][CH:25]=[CH:24][CH:23]=3)=[CH:16][CH:15]=1)[NH:8][CH2:7][CH2:6]2.[CH3:28][O:29][C:30]1[CH:38]=[CH:37][C:33]([C:34](Cl)=[O:35])=[CH:32][CH:31]=1. No catalyst specified. The product is [CH3:1][O:2][C:3]1[CH:4]=[C:5]2[C:10](=[CH:11][CH:12]=1)[CH:9]([CH2:13][C:14]1[CH:19]=[CH:18][C:17]([O:20][CH2:21][C:22]3[CH:27]=[CH:26][CH:25]=[CH:24][CH:23]=3)=[CH:16][CH:15]=1)[N:8]([C:34](=[O:35])[C:33]1[CH:37]=[CH:38][C:30]([O:29][CH3:28])=[CH:31][CH:32]=1)[CH2:7][CH2:6]2. The yield is 0.730. (5) The reactants are [NH2:1][C:2]1[CH:14]=[C:13]([N:15]2[CH2:20][CH2:19][N:18]([CH3:21])[CH2:17][CH2:16]2)[CH:12]=[CH:11][C:3]=1[C:4]([O:6][C:7]([CH3:10])([CH3:9])[CH3:8])=[O:5].[CH2:22]([O:24][C:25]([N:27]1[CH2:32][CH2:31][CH2:30][CH2:29][C:28]1=O)=[O:26])[CH3:23].FC(F)(F)C(O)=O.C(O[BH-](OC(=O)C)OC(=O)C)(=O)C.[Na+].C([O-])(O)=O.[Na+]. The catalyst is O1CCOCC1. The product is [C:7]([O:6][C:4]([C:3]1[CH:11]=[CH:12][C:13]([N:15]2[CH2:20][CH2:19][N:18]([CH3:21])[CH2:17][CH2:16]2)=[CH:14][C:2]=1[NH:1][CH:30]1[CH2:31][CH2:32][N:27]([C:25]([O:24][CH2:22][CH3:23])=[O:26])[CH2:28][CH2:29]1)=[O:5])([CH3:10])([CH3:9])[CH3:8]. The yield is 0.950. (6) The reactants are C(O)(C(F)(F)F)=O.[NH2:8][C:9]1[CH:10]=[C:11]2[C:17]([C:18]3[CH:23]=[CH:22][CH:21]=[CH:20][CH:19]=3)=[C:16]([C:24]3[CH:29]=[CH:28][C:27]([C:30]4([NH:34]C(=O)OC(C)(C)C)[CH2:33][CH2:32][CH2:31]4)=[CH:26][CH:25]=3)[O:15][C:12]2=[N:13][CH:14]=1.C(Cl)[Cl:43]. No catalyst specified. The product is [ClH:43].[ClH:43].[ClH:43].[NH2:34][C:30]1([C:27]2[CH:26]=[CH:25][C:24]([C:16]3[O:15][C:12]4=[N:13][CH:14]=[C:9]([NH2:8])[CH:10]=[C:11]4[C:17]=3[C:18]3[CH:23]=[CH:22][CH:21]=[CH:20][CH:19]=3)=[CH:29][CH:28]=2)[CH2:31][CH2:32][CH2:33]1. The yield is 0.650. (7) The reactants are Cl.[CH3:2][S:3]([C:6]1[CH:11]=[CH:10][C:9]([C:12]2[CH:13]=[CH:14][C:15]([O:18][CH2:19][CH:20]3[CH2:25][CH2:24][NH:23][CH2:22][CH2:21]3)=[N:16][CH:17]=2)=[CH:8][CH:7]=1)(=[O:5])=[O:4].[CH3:26][C:27]1([O:30][CH2:29]1)[CH3:28].C([O-])([O-])=O.[K+].[K+]. The catalyst is CCO.O. The product is [CH3:26][C:27]([OH:30])([CH3:29])[CH2:28][N:23]1[CH2:24][CH2:25][CH:20]([CH2:19][O:18][C:15]2[CH:14]=[CH:13][C:12]([C:9]3[CH:10]=[CH:11][C:6]([S:3]([CH3:2])(=[O:4])=[O:5])=[CH:7][CH:8]=3)=[CH:17][N:16]=2)[CH2:21][CH2:22]1. The yield is 0.620. (8) The reactants are Cl[C:2]([O:4][C:5]1[CH:10]=[CH:9][CH:8]=[CH:7][CH:6]=1)=[O:3].[N:11]12[CH2:19][CH2:18][CH:15]([CH2:16][CH2:17]1)[NH:14][CH2:13][CH2:12]2.N1C=CC=CC=1. The catalyst is CN(C)C1C=CN=CC=1.C(Cl)Cl. The product is [C:5]1([O:4][C:2]([N:14]2[CH:15]3[CH2:18][CH2:19][N:11]([CH2:17][CH2:16]3)[CH2:12][CH2:13]2)=[O:3])[CH:10]=[CH:9][CH:8]=[CH:7][CH:6]=1. The yield is 0.370. (9) The reactants are [CH3:1][N:2]1[C@@H:12]2[CH2:13][C:14]3[CH:19]=[CH:18][C:17]([O:20][CH3:21])=[C:16]4[O:22][CH:6]5[C:7]([CH:9]=[CH:10][C@:11]2([OH:23])[C@:5]5([C:15]=34)[CH2:4][CH2:3]1)=[O:8].C(O)C.C(O)(=O)C.[H][H]. The catalyst is [Pd].O. The product is [CH3:1][N:2]1[C@@H:12]2[CH2:13][C:14]3[CH:19]=[CH:18][C:17]([O:20][CH3:21])=[C:16]4[O:22][C@H:6]5[C@@H:7]([OH:8])[CH2:9][CH2:10][C@:11]2([OH:23])[C@:5]5([C:15]=34)[CH2:4][CH2:3]1. The yield is 0.840. (10) The reactants are [C:1]([O:5][C:6]([NH:8][CH2:9][C:10]([NH:12][C@@H:13]([C:21]([O:23]C)=[O:22])[CH2:14][CH:15]1[CH2:20][CH2:19][CH2:18][CH2:17][CH2:16]1)=[O:11])=[O:7])([CH3:4])([CH3:3])[CH3:2].[OH-].[Na+].C(O)(=O)C.CS(O)(=O)=O. The catalyst is CO.O. The product is [C:1]([O:5][C:6]([NH:8][CH2:9][C:10]([NH:12][C@@H:13]([C:21]([OH:23])=[O:22])[CH2:14][CH:15]1[CH2:16][CH2:17][CH2:18][CH2:19][CH2:20]1)=[O:11])=[O:7])([CH3:4])([CH3:2])[CH3:3]. The yield is 0.805.